Task: Predict the reactants needed to synthesize the given product.. Dataset: Full USPTO retrosynthesis dataset with 1.9M reactions from patents (1976-2016) (1) Given the product [CH3:1][O:2][C:3]([C:5]1[C:10]([NH2:11])=[N:9][CH:8]=[C:7]([C:15]2[CH:16]=[CH:17][O:13][CH:14]=2)[N:6]=1)=[O:4], predict the reactants needed to synthesize it. The reactants are: [CH3:1][O:2][C:3]([C:5]1[C:10]([NH2:11])=[N:9][CH:8]=[C:7](Br)[N:6]=1)=[O:4].[O:13]1[CH:17]=[CH:16][C:15](B(O)O)=[CH:14]1.C(N(CC)CC)C. (2) The reactants are: C(Cl)(=O)C(Cl)=O.[CH3:7][N:8]1[C:12]2[CH:13]=[CH:14][C:15]([CH2:17][CH2:18][CH2:19][C:20]([OH:22])=O)=[CH:16][C:11]=2[N:10]([CH3:23])[C:9]1=[O:24].CN(C)C=O.[Cl-].[Al+3].[Cl-].[Cl-]. Given the product [CH3:23][N:10]1[C:11]2[CH:16]=[C:15]3[C:14](=[CH:13][C:12]=2[N:8]([CH3:7])[C:9]1=[O:24])[C:20](=[O:22])[CH2:19][CH2:18][CH2:17]3, predict the reactants needed to synthesize it. (3) Given the product [OH:34][C:33]([C:2]1[N:3]=[CH:4][C:5]([NH:8][C:9](=[O:26])[CH:10]([NH:14][C:15](=[O:25])[CH2:16][C:17]2[CH:22]=[C:21]([F:23])[CH:20]=[C:19]([F:24])[CH:18]=2)[CH2:11][CH2:12][CH3:13])=[N:6][CH:7]=1)([CH3:35])[CH3:32], predict the reactants needed to synthesize it. The reactants are: Br[C:2]1[N:3]=[CH:4][C:5]([NH:8][C:9](=[O:26])[CH:10]([NH:14][C:15](=[O:25])[CH2:16][C:17]2[CH:22]=[C:21]([F:23])[CH:20]=[C:19]([F:24])[CH:18]=2)[CH2:11][CH2:12][CH3:13])=[N:6][CH:7]=1.[Li+].CCC[CH2-].[CH3:32][C:33]([CH3:35])=[O:34].